Predict the product of the given reaction. From a dataset of Forward reaction prediction with 1.9M reactions from USPTO patents (1976-2016). Given the reactants [C:1](OC(=O)C)(=[O:3])[CH3:2].[N:8]1([CH2:14][C:15]2[C:23]([C:24]([F:27])([F:26])[F:25])=[CH:22][CH:21]=[C:20]3[C:16]=2[CH2:17][CH2:18][C@H:19]3[O:28][C:29]2[CH:41]=[CH:40][C:32]3[C@H:33]([CH2:36][C:37]([OH:39])=[O:38])[CH2:34][O:35][C:31]=3[CH:30]=2)[CH2:13][CH2:12][NH:11][CH2:10][CH2:9]1.C(N(CC)C(C)C)(C)C.[OH-].[Na+].Cl, predict the reaction product. The product is: [C:1]([N:11]1[CH2:12][CH2:13][N:8]([CH2:14][C:15]2[C:23]([C:24]([F:26])([F:25])[F:27])=[CH:22][CH:21]=[C:20]3[C:16]=2[CH2:17][CH2:18][C@H:19]3[O:28][C:29]2[CH:41]=[CH:40][C:32]3[C@H:33]([CH2:36][C:37]([OH:39])=[O:38])[CH2:34][O:35][C:31]=3[CH:30]=2)[CH2:9][CH2:10]1)(=[O:3])[CH3:2].